From a dataset of Forward reaction prediction with 1.9M reactions from USPTO patents (1976-2016). Predict the product of the given reaction. (1) Given the reactants [Cl:1][C:2]1[CH:20]=[C:19]([F:21])[C:18]([F:22])=[CH:17][C:3]=1[C:4]([NH:6][C:7]1[NH:11][N:10]=[C:9]([C:12]([O:14]CC)=[O:13])[CH:8]=1)=[O:5].O.[OH-].[Na+].Cl, predict the reaction product. The product is: [Cl:1][C:2]1[CH:20]=[C:19]([F:21])[C:18]([F:22])=[CH:17][C:3]=1[C:4]([NH:6][C:7]1[NH:11][N:10]=[C:9]([C:12]([OH:14])=[O:13])[CH:8]=1)=[O:5]. (2) The product is: [ClH:55].[ClH:55].[N:28]1[C:33]2[O:34][CH2:35][CH2:36][O:37][C:32]=2[CH:31]=[C:30]([CH2:38][NH:1][C@H:2]2[CH2:11][C:10]3[N:9]=[CH:8][C:7]([N:12]4[C:17](=[O:18])[CH:16]=[N:15][C:14]5[CH:19]=[CH:20][C:21]([O:23][CH3:24])=[N:22][C:13]4=5)=[CH:6][C:5]=3[CH2:4][C@H:3]2[OH:25])[N:29]=1. Given the reactants [NH2:1][C@H:2]1[CH2:11][C:10]2[N:9]=[CH:8][C:7]([N:12]3[C:17](=[O:18])[CH:16]=[N:15][C:14]4[CH:19]=[CH:20][C:21]([O:23][CH3:24])=[N:22][C:13]3=4)=[CH:6][C:5]=2[CH2:4][C@H:3]1[OH:25].CO.[N:28]1[C:33]2[O:34][CH2:35][CH2:36][O:37][C:32]=2[CH:31]=[C:30]([CH:38]=O)[N:29]=1.C(O[BH-](OC(=O)C)OC(=O)C)(=O)C.[Na+].C(Cl)[Cl:55], predict the reaction product. (3) Given the reactants Cl.[C:2]([O:5][C@H:6]1[C@H:11]([NH2:12])[C@@H:10]([O:13][C:14](=[O:16])[CH3:15])[C@H:9]([O:17][C:18](=[O:20])[CH3:19])[C@@H:8]([CH2:21][O:22][C:23](=[O:25])[CH3:24])[O:7]1)(=[O:4])[CH3:3].[CH2:26]([N:28]=[C:29]=[S:30])[CH3:27].C(N(CC)CC)C, predict the reaction product. The product is: [C:2]([O:5][C@H:6]1[C@H:11]([NH:12][C:29]([NH:28][CH2:26][CH3:27])=[S:30])[C@@H:10]([O:13][C:14](=[O:16])[CH3:15])[C@H:9]([O:17][C:18](=[O:20])[CH3:19])[C@@H:8]([CH2:21][O:22][C:23](=[O:25])[CH3:24])[O:7]1)(=[O:4])[CH3:3]. (4) Given the reactants CCN=C=NCCCN(C)C.Cl.[C:13]([C:16]1[CH:17]=[C:18]([CH:29]=[CH:30][CH:31]=1)[CH2:19][N:20]([CH3:28])[C:21](=[O:27])[O:22][C:23]([CH3:26])([CH3:25])[CH3:24])([OH:15])=O.[NH:32]1[C:41]2[C:36](=[CH:37][CH:38]=[CH:39][CH:40]=2)[NH:35][CH2:34][C:33]1=[O:42], predict the reaction product. The product is: [N:35]1([C:13]([C:16]2[CH:17]=[C:18]([CH:29]=[CH:30][CH:31]=2)[CH2:19][N:20]([CH3:28])[C:21](=[O:27])[O:22][C:23]([CH3:26])([CH3:25])[CH3:24])=[O:15])[C:36]2[C:41](=[CH:40][CH:39]=[CH:38][CH:37]=2)[NH:32][C:33](=[O:42])[CH2:34]1. (5) The product is: [Cl:11][C:9]1[CH:8]=[C:7]([C:12](=[O:14])[CH3:16])[N:6]=[C:29]([C:27](=[O:28])[CH3:26])[CH:31]=1. Given the reactants COC(C1C=[C:9]([Cl:11])[CH:8]=[C:7]([C:12]([O:14]C)=O)[N:6]=1)=O.[CH3:16]NCCNC.C[Al](C)C.[C:26](O)(=O)[CH:27]([CH:29]([C:31](O)=O)O)[OH:28], predict the reaction product.